Dataset: Forward reaction prediction with 1.9M reactions from USPTO patents (1976-2016). Task: Predict the product of the given reaction. Given the reactants [Cl:1][CH:2]1[CH2:7][CH:6]2[CH2:8][CH2:9][N:3]1[CH2:4][CH2:5]2.[CH2:10](O)[CH3:11], predict the reaction product. The product is: [ClH:1].[ClH:1].[N:3]1[CH:2]=[CH:7][CH:6]=[C:10]([CH:11]=[C:2]2[CH2:7][CH:6]3[CH2:8][CH2:9][N:3]2[CH2:4][CH2:5]3)[CH:4]=1.